From a dataset of Peptide-MHC class I binding affinity with 185,985 pairs from IEDB/IMGT. Regression. Given a peptide amino acid sequence and an MHC pseudo amino acid sequence, predict their binding affinity value. This is MHC class I binding data. The peptide sequence is YEANGNLI. The MHC is H-2-Kk with pseudo-sequence H-2-Kk. The binding affinity (normalized) is 1.00.